From a dataset of Experimentally validated miRNA-target interactions with 360,000+ pairs, plus equal number of negative samples. Binary Classification. Given a miRNA mature sequence and a target amino acid sequence, predict their likelihood of interaction. (1) The miRNA is hsa-miR-4251 with sequence CCUGAGAAAAGGGCCAA. The protein sequence of the target gene is MIGMLESLQHESDLLQHDQIHTGEKPYECNECRKTFSLKQNLVEHKKMHTGEKSHECTECGKVCSRVSSLTLHLRSHTGKKAYKCNKCGKAFSQKENFLSHQKHHTGEKPYECEKVSIQMPTIIRHQKNHTGTKPYACKECGKAFNGKAYLTEHEKIHTGEKPFECNQCGRAFSQKQYLIKHQNIHTGKKPFKCSECGKAFSQKENLIIHQRIHTGEKPYECKGCGKAFIQKSSLIRHQRSHTGEKPYTCKECGKAFSGKSNLTEHEKIHIGEKPYKCNECGTIFRQKQYLIKHHNIHTG.... Result: 1 (interaction). (2) The miRNA is hsa-miR-33a-3p with sequence CAAUGUUUCCACAGUGCAUCAC. The protein sequence of the target gene is MNIFDRKINFDALLKFSHITPSTQQHLKKVYASFALCMFVAAAGAYVHMVTHFIQAGLLSALGSLILMIWLMATPHSHETEQKRLGLLAGFAFLTGVGLGPALEFCIAVNPSILPTAFMGTAMIFTCFTLSALYARRRSYLFLGGILMSALSLLLLSSLGNVFFGSIWLFQANLYVGLVVMCGFVLFDTQLIIEKAEHGDQDYIWHCIDLFLDFITVFRKLMMILAMNEKDKKKEKK. Result: 0 (no interaction). (3) The miRNA is hsa-miR-501-3p with sequence AAUGCACCCGGGCAAGGAUUCU. The protein sequence of the target gene is MWRPRWDPGILKAEALALLPCGLGMAFSQSHVMASRRHQHGRLIIEVDEYSSNPTQAFTFYNINQGRFQPPHVQMVDPVPHDAPKPPGYTRFVCVSDTHSRTDPIQMPYGDVLIHAGDFTELGLPSEVKKFNEWLGSLPYEYKIVIAGNHELTFDQEFMADLIKQDFYYFPSVSKLKPENYENVQSLLTNCIYLQDSEVTVRGFRIYGSPWQPWFYGWGFNLPRGQALLEKWNLIPEGVDILITHGPPLGFLDWVPKKMQRVGCVELLNTVQRRVQPRLHVFGHIHEGYGVMADGTTTYV.... Result: 0 (no interaction). (4) The miRNA is mmu-miR-466q with sequence GUGCACACACACACAUACGU. The protein sequence of the target gene is MAGIIKKQILKHLSRFTKNLSPDKINLSTLKGEGELKNLELDEEVLQNMLDLPTWLAISKVFCNKASIRIPWTKLKTQPICLSLDKVIMEMSTCEEPRAPNGPSPIATASGQSEYGFAEKVVEGITVSVNSIVIRIGAKAFNASFELSQLRIYSVNAQWEHGDLRFTRIQDPQRGEVLTFKEINWQMIRIEADATQSSHLEIMCAPVRLITNQSKIRVTLKRRLKDCNVIATKLVLILDDLLWVLTDSQLKAMVQYAKSLSEAIEKSTEQRKSMAPEPTQSSTVTSSAQHVKTPQAANAP.... Result: 1 (interaction). (5) The protein sequence of the target gene is MPSPPGLRALWLCAALCASRRAGGAPQPGPGPTACPAPCHCQEDGIMLSADCSELGLSAVPGDLDPLTAYLDLSMNNLTELQPGLFHHLRFLEELRLSGNHLSHIPGQAFSGLYSLKILMLQNNQLGGIPAEALWELPSLQSLRLDANLISLVPERSFEGLSSLRHLWLDDNALTEIPVRALNNLPALQAMTLALNRISHIPDYAFQNLTSLVVLHLHNNRIQHLGTHSFEGLHNLETLDLNYNKLQEFPVAIRTLGRLQELGFHNNNIKAIPEKAFMGNPLLQTIHFYDNPIQFVGRSA.... Result: 0 (no interaction). The miRNA is hsa-miR-3689a-3p with sequence CUGGGAGGUGUGAUAUCGUGGU. (6) The miRNA is dme-bantam-3p with sequence UGAGAUCAUUUUGAAAGCUGAUU. The protein sequence of the target gene is MPGPLRLLCFFALGLLGSAGPSGAAPPLCAAPCSCDGDRRVDCSGKGLTAVPEGLSAFTQALDISMNNITQLPEDAFKNFPFLEELQLAGNDLSFIHPKALSGLKELKVLTLQNNQLKTVPSEAIRGLSALQSLRLDANHITSVPEDSFEGLVQLRHLWLDDNILTEVPVRPLSNLPTLQALTLALNNISSIPDFAFTNLSSLVVLHLHNNKIKSLSQHCFDGLDNLETLDLNYNNLDEFPQAIKALPSLKELGFHSNSISVIPDGAFAGNPLLRTIHLYDNPLSFVGNSAFHNLSDLHS.... Result: 0 (no interaction). (7) The miRNA is mmu-miR-1193-5p with sequence UGGUAGACCGGUGACGUACA. The protein sequence of the target gene is MPEEGRPCPWVRWSGTAFQRQWPWLLLVVFITVFCCWFHCSGLLSKQQQRLLEHPEPHTAELQLNLTVPRKDPTLRWGAGPALGRSFTHGPELEEGHLRIHQDGLYRLHIQVTLANCSSPGSTLQHRATLAVGICSPAAHGISLLRGRFGQDCTVALQRLTYLVHGDVLCTNLTLPLLPSRNADETFFGVQWICP. Result: 0 (no interaction).